Dataset: Forward reaction prediction with 1.9M reactions from USPTO patents (1976-2016). Task: Predict the product of the given reaction. (1) Given the reactants [CH:1]1([O:6][CH:7]([C:11]2[CH:16]=[CH:15][C:14]([Cl:17])=[C:13]([Cl:18])[CH:12]=2)[C:8](O)=[O:9])[CH2:5][CH2:4][CH2:3][CH2:2]1.C(Cl)(=O)C(Cl)=O.C[Si](C)(C)[NH:27][Si](C)(C)C, predict the reaction product. The product is: [CH:1]1([O:6][CH:7]([C:11]2[CH:16]=[CH:15][C:14]([Cl:17])=[C:13]([Cl:18])[CH:12]=2)[C:8]([NH2:27])=[O:9])[CH2:5][CH2:4][CH2:3][CH2:2]1. (2) Given the reactants [CH2:1]([O:3][C:4]1[C:8]([CH2:9][CH2:10][CH2:11][OH:12])=[CH:7][N:6]([C:13]2[CH:18]=[C:17]([C:19]([F:22])([F:21])[F:20])[CH:16]=[CH:15][N:14]=2)[N:5]=1)[CH3:2].[CH2:23]([O:25][C:26]1[CH:31]=[C:30](O)[CH:29]=[CH:28][C:27]=1[CH2:33][CH2:34][C:35]([O:37][CH3:38])=[O:36])[CH3:24].C(P(CCCC)CCCC)CCC.N(C(N1CCCCC1)=O)=NC(N1CCCCC1)=O, predict the reaction product. The product is: [CH2:23]([O:25][C:26]1[CH:31]=[C:30]([O:12][CH2:11][CH2:10][CH2:9][C:8]2[C:4]([O:3][CH2:1][CH3:2])=[N:5][N:6]([C:13]3[CH:18]=[C:17]([C:19]([F:21])([F:20])[F:22])[CH:16]=[CH:15][N:14]=3)[CH:7]=2)[CH:29]=[CH:28][C:27]=1[CH2:33][CH2:34][C:35]([O:37][CH3:38])=[O:36])[CH3:24]. (3) Given the reactants C[O:2][C:3]([C:5]1[CH:6]=[N:7][N:8]([C:11]2[CH:16]=[CH:15][C:14]([C:17]([CH3:19])=[CH2:18])=[CH:13][CH:12]=2)[C:9]=1[CH3:10])=[O:4].Cl, predict the reaction product. The product is: [CH:17]([C:14]1[CH:13]=[CH:12][C:11]([N:8]2[C:9]([CH3:10])=[C:5]([C:3]([OH:4])=[O:2])[CH:6]=[N:7]2)=[CH:16][CH:15]=1)([CH3:19])[CH3:18]. (4) The product is: [Cl:27][C:24]1[CH:25]=[CH:26][C:21]([C@H:16]2[CH2:17][NH:18][C:14](=[O:29])[CH2:15]2)=[CH:22][C:23]=1[F:28]. Given the reactants C([C@H]1COC(=O)N1[C:14](=[O:29])[CH2:15][C@@H:16]([C:21]1[CH:26]=[CH:25][C:24]([Cl:27])=[C:23]([F:28])[CH:22]=1)[CH2:17][N+:18]([O-])=O)C1C=CC=CC=1, predict the reaction product.